From a dataset of Reaction yield outcomes from USPTO patents with 853,638 reactions. Predict the reaction yield, written as a fraction of the theoretical maximum amount of product (1.0 means a 100% yield; for example, 0.34 means a 34% yield). (1) The reactants are [CH3:1][O:2][C:3]([C:5]1[CH:10]=[C:9](Cl)[N:8]=[C:7]([C:12]([O:14][CH2:15][CH3:16])=[O:13])[CH:6]=1)=[O:4].C1(P(C2C=CC=CC=2)C2C=CC3C(=CC=CC=3)C=2C2C3C(=CC=CC=3)C=CC=2P(C2C=CC=CC=2)C2C=CC=CC=2)C=CC=CC=1.C(=O)([O-])[O-].[Cs+].[Cs+].[C@@H:69]([NH2:73])([CH2:71][CH3:72])[CH3:70]. The catalyst is C1(C)C=CC=CC=1.C([O-])(=O)C.[Pd+2].C([O-])(=O)C. The product is [CH3:1][O:2][C:3]([C:5]1[CH:10]=[C:9]([NH:73][C@H:69]([CH2:71][CH3:72])[CH3:70])[N:8]=[C:7]([C:12]([O:14][CH2:15][CH3:16])=[O:13])[CH:6]=1)=[O:4]. The yield is 0.900. (2) The reactants are C(OC(=O)[NH:7][C@H:8]([C:13]1[O:14][C:15]([NH2:18])=[N:16][N:17]=1)[C:9]([CH3:12])([CH3:11])[CH3:10])(C)(C)C.[ClH:20]. The catalyst is O1CCOCC1. The product is [ClH:20].[ClH:20].[NH2:7][C@H:8]([C:13]1[O:14][C:15]([NH2:18])=[N:16][N:17]=1)[C:9]([CH3:11])([CH3:12])[CH3:10]. The yield is 0.986. (3) The yield is 0.390. The catalyst is C(Cl)Cl.O1CCCC1.[Ti](Cl)(Cl)(Cl)Cl.C(O)(=O)C.C(N(CC)CC)C. The product is [CH:1]1([CH:7]([NH:25][C:26]2[CH:27]=[CH:28][C:29]([C:30]([O:32][CH3:33])=[O:31])=[CH:34][CH:35]=2)[C:9]2[O:10][C:11]3[CH:23]=[CH:22][C:21]([F:24])=[CH:20][C:12]=3[C:13]=2[CH2:14][O:15][CH2:16][CH2:17][O:18][CH3:19])[CH2:6][CH2:5][CH2:4][CH2:3][CH2:2]1. The reactants are [CH:1]1([C:7]([C:9]2[O:10][C:11]3[CH:23]=[CH:22][C:21]([F:24])=[CH:20][C:12]=3[C:13]=2[CH2:14][O:15][CH2:16][CH2:17][O:18][CH3:19])=O)[CH2:6][CH2:5][CH2:4][CH2:3][CH2:2]1.[NH2:25][C:26]1[CH:35]=[CH:34][C:29]([C:30]([O:32][CH3:33])=[O:31])=[CH:28][CH:27]=1.C(=O)([O-])O.[Na+].C([BH3-])#N.[Na+].